Dataset: Acute oral toxicity (LD50) regression data from Zhu et al.. Task: Regression/Classification. Given a drug SMILES string, predict its toxicity properties. Task type varies by dataset: regression for continuous values (e.g., LD50, hERG inhibition percentage) or binary classification for toxic/non-toxic outcomes (e.g., AMES mutagenicity, cardiotoxicity, hepatotoxicity). Dataset: ld50_zhu. (1) The molecule is NC(Cc1ccc(O)c(C(=O)O)c1)C(=O)O. The rat oral LD50 is 1.65, given as -log10 of the dose in mol/kg body weight (higher means more acutely toxic). (2) The molecule is CCCCCC1=CCCC1=O. The rat oral LD50 is 1.84, given as -log10 of the dose in mol/kg body weight (higher means more acutely toxic). (3) The drug is COC(=O)C1=CCCN(C)C1. The rat oral LD50 is 1.79, given as -log10 of the dose in mol/kg body weight (higher means more acutely toxic). (4) The molecule is CCNC(N)=S. The rat oral LD50 is 3.02, given as -log10 of the dose in mol/kg body weight (higher means more acutely toxic). (5) The drug is CNC(=O)ON=C(C)SCC(=O)N(C)C. The rat oral LD50 is 4.38, given as -log10 of the dose in mol/kg body weight (higher means more acutely toxic).